From a dataset of Full USPTO retrosynthesis dataset with 1.9M reactions from patents (1976-2016). Predict the reactants needed to synthesize the given product. Given the product [N:28]1[C:27]2[NH:23][CH:24]=[CH:25][C:26]=2[C:31]([N:32]2[CH2:33][CH2:34][N:35]([S:40]([NH:41][CH:1]=[O:3])(=[O:43])=[O:42])[C:36]3([CH2:38][CH2:37]3)[CH2:39]2)=[N:30][CH:29]=1, predict the reactants needed to synthesize it. The reactants are: [CH:1]([OH:3])=O.N1(C(N2C=CN=C2)=O)C=CN=C1.C(OC([N:23]1[C:27]2[N:28]=[CH:29][N:30]=[C:31]([N:32]3[CH2:39][C:36]4([CH2:38][CH2:37]4)[N:35]([S:40](=[O:43])(=[O:42])[NH2:41])[CH2:34][CH2:33]3)[C:26]=2[CH:25]=[CH:24]1)=O)(C)(C)C.C1CCN2C(=NCCC2)CC1.